Predict the reactants needed to synthesize the given product. From a dataset of Full USPTO retrosynthesis dataset with 1.9M reactions from patents (1976-2016). (1) The reactants are: [CH3:1][C:2]1[CH:3]=[CH:4][C:5]2[N:6]=[CH:7][C:8](=[O:30])[N:9]([CH2:12][CH2:13][C:14]34[CH2:21][CH2:20][C:17]([NH:22]C(=O)OC(C)(C)C)([CH2:18][CH2:19]3)[CH2:16][O:15]4)[C:10]=2[N:11]=1.CC1C=CC2N=CC(=O)NC=2N=1. Given the product [NH2:22][C:17]12[CH2:20][CH2:21][C:14]([CH2:13][CH2:12][N:9]3[C:8](=[O:30])[CH:7]=[N:6][C:5]4[CH:4]=[CH:3][C:2]([CH3:1])=[N:11][C:10]3=4)([CH2:19][CH2:18]1)[O:15][CH2:16]2, predict the reactants needed to synthesize it. (2) Given the product [CH:23]1([N:22]2[C:21]3[CH:29]=[CH:30][C:31]([C:33]([OH:35])=[O:34])=[CH:32][C:20]=3[N:19]=[C:18]2[C:13]2[CH:14]=[C:15]3[C:10](=[CH:11][CH:12]=2)[N:9]=[C:46]([C:39]2[C:40]([O:44][CH3:45])=[CH:41][CH:42]=[CH:43][C:38]=2[OH:37])[CH:47]=[CH:16]3)[CH2:24][CH2:25][CH2:26][CH2:27][CH2:28]1, predict the reactants needed to synthesize it. The reactants are: BrC1C=CC(O)=C(C2C=[CH:16][C:15]3[C:10](=[CH:11][CH:12]=[C:13]([C:18]4[N:22]([CH:23]5[CH2:28][CH2:27][CH2:26][CH2:25][CH2:24]5)[C:21]5[CH:29]=[CH:30][C:31]([C:33]([OH:35])=[O:34])=[CH:32][C:20]=5[N:19]=4)[CH:14]=3)[N:9]=2)C=1.[OH:37][C:38]1[CH:43]=[CH:42][CH:41]=[C:40]([O:44][CH3:45])[C:39]=1[C:46](=O)[CH3:47].[OH-].[K+]. (3) Given the product [CH3:17][O:18][C:19](=[O:39])[CH2:20][CH2:21][C:22]1[CH:27]=[CH:26][C:25]([O:28][CH2:29][CH2:30][C@@H:31]([O:8][C:5]2[CH:6]=[CH:7][C:2]([Cl:1])=[CH:3][C:4]=2[O:9][C:10]2[CH:15]=[CH:14][C:13]([F:16])=[CH:12][CH:11]=2)[CH3:32])=[CH:24][C:23]=1[CH3:38], predict the reactants needed to synthesize it. The reactants are: [Cl:1][C:2]1[CH:7]=[CH:6][C:5]([OH:8])=[C:4]([O:9][C:10]2[CH:15]=[CH:14][C:13]([F:16])=[CH:12][CH:11]=2)[CH:3]=1.[CH3:17][O:18][C:19](=[O:39])[CH2:20][CH2:21][C:22]1[CH:27]=[CH:26][C:25]([O:28][CH2:29][CH2:30][CH:31](OS(C)(=O)=O)[CH3:32])=[CH:24][C:23]=1[CH3:38]. (4) Given the product [CH:14]1([C:2]2[CH:7]=[C:6]([C:8]([F:11])([F:10])[F:9])[CH:5]=[CH:4][N:3]=2)[CH2:16][CH2:15]1, predict the reactants needed to synthesize it. The reactants are: Cl[C:2]1[CH:7]=[C:6]([C:8]([F:11])([F:10])[F:9])[CH:5]=[CH:4][N:3]=1.B([O-])([O-])O[CH:14]1[CH2:16][CH2:15]1.C(=O)([O-])[O-].[K+].[K+].[Cl-].[NH4+]. (5) The reactants are: [Cl:1][C:2]1[CH:22]=[CH:21][C:5]([CH2:6][NH:7][C:8]2[CH:17]=[C:16]3[C:11]([C:12]([CH3:20])([CH3:19])[CH2:13][NH:14][C:15]3=[O:18])=[CH:10][CH:9]=2)=[CH:4][CH:3]=1.N1C=CC=CC=1.[CH3:29][N:30]1[CH:34]=[C:33]([S:35](Cl)(=[O:37])=[O:36])[N:32]=[CH:31]1. Given the product [Cl:1][C:2]1[CH:3]=[CH:4][C:5]([CH2:6][N:7]([C:8]2[CH:17]=[C:16]3[C:11]([C:12]([CH3:19])([CH3:20])[CH2:13][NH:14][C:15]3=[O:18])=[CH:10][CH:9]=2)[S:35]([C:33]2[N:32]=[CH:31][N:30]([CH3:29])[CH:34]=2)(=[O:37])=[O:36])=[CH:21][CH:22]=1, predict the reactants needed to synthesize it. (6) Given the product [Cl:1][C:2]1[CH:3]=[C:4]([C:12]2[O:16][N:15]=[C:14]([C:17]3[C:22]4[CH:23]=[CH:24][O:25][C:21]=4[C:20]([CH2:26][CH2:27][C:28]([OH:30])=[O:29])=[CH:19][CH:18]=3)[N:13]=2)[CH:5]=[CH:6][C:7]=1[O:8][CH:9]([CH3:11])[CH3:10], predict the reactants needed to synthesize it. The reactants are: [Cl:1][C:2]1[CH:3]=[C:4]([C:12]2[O:16][N:15]=[C:14]([C:17]3[C:22]4[CH:23]=[CH:24][O:25][C:21]=4[C:20]([CH2:26][CH2:27][C:28]([O:30]CC)=[O:29])=[CH:19][CH:18]=3)[N:13]=2)[CH:5]=[CH:6][C:7]=1[O:8][CH:9]([CH3:11])[CH3:10].[OH-].[Na+]. (7) Given the product [F:1][C:2]1[CH:7]=[C:6]([CH3:8])[C:5]([S:9][CH2:11][C:12]([F:13])([F:15])[F:14])=[CH:4][C:3]=1[N:16]1[C:20](=[N:39][OH:38])[C:19](=[CH2:32])[C:18]([O:23][CH2:24][C:25]([F:31])([F:30])[C:26]([F:29])([F:28])[F:27])=[N:17]1, predict the reactants needed to synthesize it. The reactants are: [F:1][C:2]1[CH:7]=[C:6]([CH3:8])[C:5]([S:9]([CH2:11][C:12]([F:15])([F:14])[F:13])=O)=[CH:4][C:3]=1[N:16]1[C:20](C=O)=[CH:19][C:18]([O:23][CH2:24][C:25]([F:31])([F:30])[C:26]([F:29])([F:28])[F:27])=[N:17]1.[C:32]([O-])(=O)C.[Na+].[Cl-].[OH:38][NH3+:39].